This data is from Merck oncology drug combination screen with 23,052 pairs across 39 cell lines. The task is: Regression. Given two drug SMILES strings and cell line genomic features, predict the synergy score measuring deviation from expected non-interaction effect. (1) Drug 1: COC1CC2CCC(C)C(O)(O2)C(=O)C(=O)N2CCCCC2C(=O)OC(C(C)CC2CCC(OP(C)(C)=O)C(OC)C2)CC(=O)C(C)C=C(C)C(O)C(OC)C(=O)C(C)CC(C)C=CC=CC=C1C. Drug 2: CNC(=O)c1cc(Oc2ccc(NC(=O)Nc3ccc(Cl)c(C(F)(F)F)c3)cc2)ccn1. Cell line: EFM192B. Synergy scores: synergy=14.5. (2) Drug 1: C=CCn1c(=O)c2cnc(Nc3ccc(N4CCN(C)CC4)cc3)nc2n1-c1cccc(C(C)(C)O)n1. Drug 2: Cn1cc(-c2cnn3c(N)c(Br)c(C4CCCNC4)nc23)cn1. Cell line: NCIH460. Synergy scores: synergy=33.9. (3) Drug 1: O=S1(=O)NC2(CN1CC(F)(F)F)C1CCC2Cc2cc(C=CCN3CCC(C(F)(F)F)CC3)ccc2C1. Drug 2: COC1CC2CCC(C)C(O)(O2)C(=O)C(=O)N2CCCCC2C(=O)OC(C(C)CC2CCC(OP(C)(C)=O)C(OC)C2)CC(=O)C(C)C=C(C)C(O)C(OC)C(=O)C(C)CC(C)C=CC=CC=C1C. Cell line: HT29. Synergy scores: synergy=26.3. (4) Drug 1: O=C(O)C1(Cc2cccc(Nc3nccs3)n2)CCC(Oc2cccc(Cl)c2F)CC1. Drug 2: O=C(NOCC(O)CO)c1ccc(F)c(F)c1Nc1ccc(I)cc1F. Cell line: UWB1289BRCA1. Synergy scores: synergy=19.6. (5) Drug 1: CCC1(O)CC2CN(CCc3c([nH]c4ccccc34)C(C(=O)OC)(c3cc4c(cc3OC)N(C)C3C(O)(C(=O)OC)C(OC(C)=O)C5(CC)C=CCN6CCC43C65)C2)C1. Drug 2: COC1CC2CCC(C)C(O)(O2)C(=O)C(=O)N2CCCCC2C(=O)OC(C(C)CC2CCC(OP(C)(C)=O)C(OC)C2)CC(=O)C(C)C=C(C)C(O)C(OC)C(=O)C(C)CC(C)C=CC=CC=C1C. Cell line: ES2. Synergy scores: synergy=23.6. (6) Drug 1: N.N.O=C(O)C1(C(=O)O)CCC1.[Pt]. Drug 2: CC1(c2nc3c(C(N)=O)cccc3[nH]2)CCCN1. Cell line: DLD1. Synergy scores: synergy=0.546. (7) Drug 1: Nc1ccn(C2OC(CO)C(O)C2(F)F)c(=O)n1. Drug 2: C=CCn1c(=O)c2cnc(Nc3ccc(N4CCN(C)CC4)cc3)nc2n1-c1cccc(C(C)(C)O)n1. Cell line: PA1. Synergy scores: synergy=14.3.